Dataset: Forward reaction prediction with 1.9M reactions from USPTO patents (1976-2016). Task: Predict the product of the given reaction. (1) Given the reactants [C:1]([O:5][C:6]([N:8]1[CH2:13][CH2:12][C:11]2([CH2:18][CH2:17][NH:16][CH2:15][CH2:14]2)[CH2:10][CH2:9]1)=[O:7])([CH3:4])([CH3:3])[CH3:2].[Cl-].Cl[C:21]1[CH:26]=[CH:25][NH+:24]=[CH:23][CH:22]=1.C(N(CC)CC)C.C(=O)([O-])O.[Na+], predict the reaction product. The product is: [N:24]1[CH:25]=[CH:26][C:21]([N:16]2[CH2:17][CH2:18][C:11]3([CH2:12][CH2:13][N:8]([C:6]([O:5][C:1]([CH3:4])([CH3:2])[CH3:3])=[O:7])[CH2:9][CH2:10]3)[CH2:14][CH2:15]2)=[CH:22][CH:23]=1. (2) Given the reactants [CH3:1][O:2][CH2:3][O:4][C:5]1[CH:10]=[C:9]([C:11]([F:14])([F:13])[F:12])[CH:8]=[CH:7][C:6]=1[N:15]([S:19]([CH3:22])(=[O:21])=[O:20])[CH:16]([CH3:18])[CH3:17].C([Li])CCC.[CH:28](=[O:33])[CH2:29][CH2:30][CH2:31][CH3:32].O, predict the reaction product. The product is: [CH3:1][O:2][CH2:3][O:4][C:5]1[CH:10]=[C:9]([C:11]([F:14])([F:13])[F:12])[CH:8]=[CH:7][C:6]=1[N:15]([S:19]([CH2:22][CH:28]([OH:33])[CH2:29][CH2:30][CH2:31][CH3:32])(=[O:21])=[O:20])[CH:16]([CH3:18])[CH3:17].